Dataset: hERG Central: cardiac toxicity at 1µM, 10µM, and general inhibition. Task: Predict hERG channel inhibition at various concentrations. (1) The compound is CC(=O)n1cc([C@@H]2C=C(C(=O)N3CCOCC3)O[C@H](OCCCCO)C2)c2ccccc21. Results: hERG_inhib (hERG inhibition (general)): blocker. (2) The compound is OCC1(CCc2ccccc2)CCCN(CCCC(F)(F)F)C1. Results: hERG_inhib (hERG inhibition (general)): blocker.